From a dataset of M1 muscarinic receptor antagonist screen with 61,756 compounds. Binary Classification. Given a drug SMILES string, predict its activity (active/inactive) in a high-throughput screening assay against a specified biological target. (1) The drug is O=C1N(C(=O)C2C1CC=CC2)CCC(=O)NCCc1cc(OC)c(OC)cc1. The result is 0 (inactive). (2) The compound is O(CCn1c2c(n(c(=O)[nH]c2=O)C)nc1NCCCn1ccnc1)c1ccccc1. The result is 0 (inactive). (3) The drug is S(Cc1ccc(F)cc1)c1n(nnn1)C. The result is 0 (inactive). (4) The molecule is O1CCN(CCCNC(=O)Cn2c3c(nc2)cccc3)CC1. The result is 0 (inactive). (5) The compound is s1c2nc(nc(Oc3c(cccc3)C(=O)C)c2c(c1)c1sccc1)CN1CCOCC1. The result is 1 (active).